Dataset: Full USPTO retrosynthesis dataset with 1.9M reactions from patents (1976-2016). Task: Predict the reactants needed to synthesize the given product. Given the product [F:29][C:2]1[CH:3]=[CH:4][CH:5]=[CH:6][C:1]=1[CH:7]1[CH2:16][CH2:15][C:14]2[C:9](=[CH:10][CH:11]=[C:12]([O:17][C:18]3[N:23]=[CH:22][C:21]([NH:24][S:25]([CH3:28])(=[O:27])=[O:26])=[CH:20][CH:19]=3)[CH:13]=2)[O:8]1, predict the reactants needed to synthesize it. The reactants are: [C:1]1([CH:7]2[CH2:16][CH2:15][C:14]3[C:9](=[CH:10][CH:11]=[C:12]([O:17][C:18]4[N:23]=[CH:22][C:21]([NH:24][S:25]([CH3:28])(=[O:27])=[O:26])=[CH:20][CH:19]=4)[CH:13]=3)[O:8]2)[CH:6]=[CH:5][CH:4]=[CH:3][CH:2]=1.[F:29]C1C=CC=CC=1C1CCC2C(=CC=C(OC3N=CC(N)=CC=3)C=2)O1.